This data is from Catalyst prediction with 721,799 reactions and 888 catalyst types from USPTO. The task is: Predict which catalyst facilitates the given reaction. (1) Reactant: [Br:1][C:2]1[NH:3][C:4]2[CH2:5][CH2:6][CH2:7][C:8](=O)[C:9]=2[CH:10]=1.Cl.[NH2:13][OH:14].C([O-])(=O)C.[Na+]. Product: [Br:1][C:2]1[NH:3][C:4]2[CH2:5][CH2:6][CH2:7][C:8](=[N:13][OH:14])[C:9]=2[CH:10]=1. The catalyst class is: 5. (2) Reactant: [F:1][C:2]([F:24])([F:23])[C:3]1[CH:4]=[CH:5][C:6]([O:9][C:10]2[CH:11]=[C:12]3[C:17](=[CH:18][CH:19]=2)[N:16]=[C:15]([C:20]([OH:22])=O)[CH:14]=[CH:13]3)=[N:7][CH:8]=1.[NH:25]1[CH2:29][CH:28]=[CH:27][CH2:26]1.C(N(C(C)C)CC)(C)C.F[B-](F)(F)F.N1(OC(N(C)C)=[N+](C)C)C2C=CC=CC=2N=N1. Product: [N:25]1([C:20]([C:15]2[CH:14]=[CH:13][C:12]3[C:17](=[CH:18][CH:19]=[C:10]([O:9][C:6]4[CH:5]=[CH:4][C:3]([C:2]([F:24])([F:23])[F:1])=[CH:8][N:7]=4)[CH:11]=3)[N:16]=2)=[O:22])[CH2:29][CH:28]=[CH:27][CH2:26]1. The catalyst class is: 675.